Dataset: NCI-60 drug combinations with 297,098 pairs across 59 cell lines. Task: Regression. Given two drug SMILES strings and cell line genomic features, predict the synergy score measuring deviation from expected non-interaction effect. (1) Drug 1: C1=CC=C(C(=C1)C(C2=CC=C(C=C2)Cl)C(Cl)Cl)Cl. Drug 2: CC1=C(C(=O)C2=C(C1=O)N3CC4C(C3(C2COC(=O)N)OC)N4)N. Cell line: NCI-H522. Synergy scores: CSS=38.4, Synergy_ZIP=3.49, Synergy_Bliss=0.393, Synergy_Loewe=-32.1, Synergy_HSA=2.14. (2) Synergy scores: CSS=46.4, Synergy_ZIP=13.5, Synergy_Bliss=12.5, Synergy_Loewe=-5.55, Synergy_HSA=12.6. Cell line: RPMI-8226. Drug 2: CC1=CC2C(CCC3(C2CCC3(C(=O)C)OC(=O)C)C)C4(C1=CC(=O)CC4)C. Drug 1: CC1C(C(CC(O1)OC2CC(CC3=C2C(=C4C(=C3O)C(=O)C5=C(C4=O)C(=CC=C5)OC)O)(C(=O)C)O)N)O.Cl.